Dataset: Forward reaction prediction with 1.9M reactions from USPTO patents (1976-2016). Task: Predict the product of the given reaction. (1) Given the reactants NC[C:3]1[N:8]=[C:7](N(CC(OC(C)(C)C)=O)C(OC(C)(C)C)=O)[CH:6]=[CH:5][CH:4]=1.S1C=CC([S:30]([Cl:33])(=[O:32])=[O:31])=C1, predict the reaction product. The product is: [N:8]1[CH:7]=[CH:6][CH:5]=[CH:4][C:3]=1[S:30]([Cl:33])(=[O:32])=[O:31]. (2) The product is: [O:11]1[CH2:15][CH2:14][O:13][CH:12]1[C:16]1[CH:17]=[CH:18][C:19]([O:36][C:37]([F:38])([F:39])[F:40])=[C:20]([C:22]2[CH:31]=[C:30]3[C:25]([C:26]([CH3:34])([CH3:33])[CH2:27][CH:28]=[C:29]3[O:32][S:48]([C:51]([F:54])([F:53])[F:52])(=[O:50])=[O:49])=[CH:24][C:23]=2[CH3:35])[CH:21]=1. Given the reactants C[Si]([N-][Si](C)(C)C)(C)C.[Na+].[O:11]1[CH2:15][CH2:14][O:13][CH:12]1[C:16]1[CH:17]=[CH:18][C:19]([O:36][C:37]([F:40])([F:39])[F:38])=[C:20]([C:22]2[CH:31]=[C:30]3[C:25]([C:26]([CH3:34])([CH3:33])[CH2:27][CH2:28][C:29]3=[O:32])=[CH:24][C:23]=2[CH3:35])[CH:21]=1.C1C=CC(N([S:48]([C:51]([F:54])([F:53])[F:52])(=[O:50])=[O:49])[S:48]([C:51]([F:54])([F:53])[F:52])(=[O:50])=[O:49])=CC=1, predict the reaction product. (3) Given the reactants [C:1]1([CH2:7][CH2:8][CH2:9][CH2:10][CH2:11][CH2:12][C:13]([C:15]2[O:16][C:17]([C:20]3[S:24][C:23]([C:25]([O:27]C)=[O:26])=[CH:22][CH:21]=3)=[CH:18][N:19]=2)=[O:14])[CH:6]=[CH:5][CH:4]=[CH:3][CH:2]=1, predict the reaction product. The product is: [C:1]1([CH2:7][CH2:8][CH2:9][CH2:10][CH2:11][CH2:12][C:13]([C:15]2[O:16][C:17]([C:20]3[S:24][C:23]([C:25]([OH:27])=[O:26])=[CH:22][CH:21]=3)=[CH:18][N:19]=2)=[O:14])[CH:6]=[CH:5][CH:4]=[CH:3][CH:2]=1. (4) The product is: [F:21][C:22]1[CH:27]=[CH:26][CH:25]=[CH:24][C:23]=1[N:28]1[CH2:33][CH2:32][N:31]([CH2:15][CH2:14][CH2:13][C:12]2[N:8]([C:5]3[CH:6]=[CH:7][C:2]([Cl:1])=[CH:3][CH:4]=3)[N:9]=[C:10]([CH2:17][CH2:18][CH2:19][CH3:20])[CH:11]=2)[CH2:30][CH2:29]1. Given the reactants [Cl:1][C:2]1[CH:7]=[CH:6][C:5]([N:8]2[C:12]([CH2:13][CH2:14][CH:15]=O)=[CH:11][C:10]([CH2:17][CH2:18][CH2:19][CH3:20])=[N:9]2)=[CH:4][CH:3]=1.[F:21][C:22]1[CH:27]=[CH:26][CH:25]=[CH:24][C:23]=1[N:28]1[CH2:33][CH2:32][NH:31][CH2:30][CH2:29]1.[BH-](OC(C)=O)(OC(C)=O)OC(C)=O.[Na+], predict the reaction product.